Dataset: Catalyst prediction with 721,799 reactions and 888 catalyst types from USPTO. Task: Predict which catalyst facilitates the given reaction. (1) Reactant: F[C:2]1[CH:3]=[CH:4][C:5]([N+:18]([O-:20])=[O:19])=[C:6]([CH:17]=1)[C:7]([NH:9][CH2:10][C:11]([NH:13][CH:14]([CH3:16])[CH3:15])=[O:12])=[O:8].C(=O)([O-])[O-].[K+].[K+].[C@H:27]12[CH2:33][C@H:30]([NH:31][CH2:32]1)[CH2:29][N:28]2[C:34]([O:36][C:37]([CH3:40])([CH3:39])[CH3:38])=[O:35]. Product: [CH:14]([NH:13][C:11](=[O:12])[CH2:10][NH:9][C:7]([C:6]1[CH:17]=[C:2]([N:31]2[CH2:32][C@@H:27]3[CH2:33][C@H:30]2[CH2:29][N:28]3[C:34]([O:36][C:37]([CH3:40])([CH3:39])[CH3:38])=[O:35])[CH:3]=[CH:4][C:5]=1[N+:18]([O-:20])=[O:19])=[O:8])([CH3:16])[CH3:15]. The catalyst class is: 10. (2) Reactant: [CH:1]1([N:6]2[C:14]3[C:9](=[CH:10][CH:11]=[CH:12][C:13]=3[F:15])[C:8]([C:16]3[CH:21]=[CH:20][C:19]([OH:22])=[CH:18][CH:17]=3)=[N:7]2)[CH2:5][CH2:4][CH2:3][CH2:2]1.[C:23]([O:27][C:28]([NH:30][CH2:31][C:32]([NH:34][CH2:35][C:36](O)=[O:37])=[O:33])=[O:29])([CH3:26])([CH3:25])[CH3:24]. The catalyst class is: 79. Product: [C:23]([O:27][C:28]([NH:30][CH2:31][C:32]([NH:34][CH2:35][C:36]([O:22][C:19]1[CH:18]=[CH:17][C:16]([C:8]2[C:9]3[C:14](=[C:13]([F:15])[CH:12]=[CH:11][CH:10]=3)[N:6]([CH:1]3[CH2:5][CH2:4][CH2:3][CH2:2]3)[N:7]=2)=[CH:21][CH:20]=1)=[O:37])=[O:33])=[O:29])([CH3:26])([CH3:25])[CH3:24].